Dataset: Catalyst prediction with 721,799 reactions and 888 catalyst types from USPTO. Task: Predict which catalyst facilitates the given reaction. Reactant: [CH2:1]([NH:3][C:4]([N:6]1[CH:11]([C:12]2[CH:17]=[CH:16][CH:15]=[C:14]([C:18]([O:20]C)=[O:19])[CH:13]=2)[C:10]([C:22]#[N:23])=[C:9]([CH3:24])[NH:8][C:7]1=[O:25])=[O:5])[CH3:2].CO.[OH-].[Li+].Cl. Product: [CH2:1]([NH:3][C:4]([N:6]1[CH:11]([C:12]2[CH:17]=[CH:16][CH:15]=[C:14]([C:18]([OH:20])=[O:19])[CH:13]=2)[C:10]([C:22]#[N:23])=[C:9]([CH3:24])[NH:8][C:7]1=[O:25])=[O:5])[CH3:2]. The catalyst class is: 6.